Dataset: Reaction yield outcomes from USPTO patents with 853,638 reactions. Task: Predict the reaction yield, written as a fraction of the theoretical maximum amount of product (1.0 means a 100% yield; for example, 0.34 means a 34% yield). (1) The catalyst is ClCCl.C([O-])(=O)C.[Cu+2].C([O-])(=O)C. The reactants are [Cl:1][C:2]1[CH:3]=[C:4]([C:20]2[C:21]([C:26]#[N:27])=[CH:22][CH:23]=[CH:24][CH:25]=2)[CH:5]=[CH:6][C:7]=1[CH2:8][C:9]1[C:14](=[O:15])[NH:13][C:12]([CH3:16])=[N:11][C:10]=1[CH2:17][CH2:18][CH3:19].[CH3:28][C:29]1([CH3:41])[CH2:33][C:32]2[CH:34]=[C:35](B(O)O)[CH:36]=[CH:37][C:31]=2[O:30]1.C([N:44](CC)CC)C.N1C=CC=CC=1.[C:55]([O:58]CC)(=[O:57])C. The yield is 0.620. The product is [Cl:1][C:2]1[CH:3]=[C:4]([C:20]2[CH:25]=[CH:24][CH:23]=[CH:22][C:21]=2[C:26]2[NH:44][C:55](=[O:57])[O:58][N:27]=2)[CH:5]=[CH:6][C:7]=1[CH2:8][C:9]1[C:14](=[O:15])[N:13]([C:35]2[CH:36]=[CH:37][C:31]3[O:30][C:29]([CH3:41])([CH3:28])[CH2:33][C:32]=3[CH:34]=2)[C:12]([CH3:16])=[N:11][C:10]=1[CH2:17][CH2:18][CH3:19]. (2) The product is [CH3:1][C:2]1([C:12]#[N:13])[CH2:11][CH2:10][C:5](=[O:6])[CH2:4][CH2:3]1. The catalyst is C1COCC1.Cl. The reactants are [CH3:1][C:2]1([C:12]#[N:13])[CH2:11][CH2:10][C:5]2(OCC[O:6]2)[CH2:4][CH2:3]1.[OH-].[Na+]. The yield is 0.730. (3) The yield is 0.870. The catalyst is C(Cl)Cl. The product is [NH2:1][C:2]1[N:7]=[CH:6][N:5]=[C:4]2[N:8]([C@H:30]3[CH2:31][CH2:32][C@@H:33]([CH3:43])[NH:34][CH2:35]3)[N:9]=[C:10]([C:11]3[CH:12]=[CH:13][C:14]([C:17]([NH:18][C:19]4[CH:24]=[C:23]([C:25]([F:27])([F:26])[F:28])[CH:22]=[CH:21][N:20]=4)=[O:29])=[CH:15][CH:16]=3)[C:3]=12. The reactants are [NH2:1][C:2]1[N:7]=[CH:6][N:5]=[C:4]2[N:8]([CH:30]3[CH2:35][N:34](C(OC(C)(C)C)=O)[CH:33]([CH3:43])[CH2:32][CH2:31]3)[N:9]=[C:10]([C:11]3[CH:16]=[CH:15][C:14]([C:17](=[O:29])[NH:18][C:19]4[CH:24]=[C:23]([C:25]([F:28])([F:27])[F:26])[CH:22]=[CH:21][N:20]=4)=[CH:13][CH:12]=3)[C:3]=12.C(O)(C(F)(F)F)=O. (4) The reactants are [Br:1][C:2]1[CH:3]=[CH:4][C:5]2[O:14][CH2:13][CH2:12][C:11]3[S:10][C:9]([C:15]([OH:17])=[O:16])=[N:8][C:7]=3[C:6]=2[CH:18]=1.OS(O)(=O)=O.[CH3:24]O. No catalyst specified. The product is [CH3:24][O:16][C:15]([C:9]1[S:10][C:11]2[CH2:12][CH2:13][O:14][C:5]3[CH:4]=[CH:3][C:2]([Br:1])=[CH:18][C:6]=3[C:7]=2[N:8]=1)=[O:17]. The yield is 0.570. (5) The reactants are [F:1][C:2]1[CH:3]=[C:4]([N:8]2[CH2:12][C@@H:11]([CH2:13][OH:14])[O:10][C:9]2=[O:15])[CH:5]=[CH:6][CH:7]=1.[I:16]N1C(=O)CCC1=O. The catalyst is FC(F)(F)C(O)=O. The product is [F:1][C:2]1[CH:3]=[C:4]([N:8]2[CH2:12][C@H:11]([CH2:13][OH:14])[O:10][C:9]2=[O:15])[CH:5]=[CH:6][C:7]=1[I:16]. The yield is 0.880. (6) The reactants are [Br:1][C:2]1[CH:10]=[CH:9][C:5]([C:6]([OH:8])=O)=[CH:4][C:3]=1[C:11]([F:14])([F:13])[CH3:12].C(Cl)(C(Cl)=O)=O.[F:21][C:22]([F:31])([F:30])[C:23]1[CH:28]=[CH:27][N:26]=[C:25]([NH2:29])[CH:24]=1. The catalyst is C(Cl)Cl.CN(C=O)C.C1COCC1. The product is [Br:1][C:2]1[CH:10]=[CH:9][C:5]([C:6]([NH:29][C:25]2[CH:24]=[C:23]([C:22]([F:30])([F:21])[F:31])[CH:28]=[CH:27][N:26]=2)=[O:8])=[CH:4][C:3]=1[C:11]([F:14])([F:13])[CH3:12]. The yield is 0.815. (7) The reactants are Cl[C:2]1[CH:7]=[C:6]([CH2:8][CH3:9])[N:5]=[C:4]([C:10]2[CH:15]=[CH:14][CH:13]=[C:12]([Cl:16])[CH:11]=2)[N:3]=1.[O:17]=[C:18]1[NH:23][CH:22]=[C:21]([CH2:24][C:25]#[N:26])[CH:20]=[CH:19]1.C(=O)([O-])[O-].[K+].[K+]. The catalyst is CN(C=O)C. The product is [Cl:16][C:12]1[CH:11]=[C:10]([C:4]2[N:3]=[C:2]([O:17][C:18]3[N:23]=[CH:22][C:21]([CH2:24][C:25]#[N:26])=[CH:20][CH:19]=3)[CH:7]=[C:6]([CH2:8][CH3:9])[N:5]=2)[CH:15]=[CH:14][CH:13]=1. The yield is 0.220. (8) The reactants are [F:1][C:2]1[C:3]([F:27])=[C:4]2[O:9][C:8]3([CH2:12][CH2:11][CH2:10]3)[CH2:7][N:6]3[CH:13]=[C:14]([C:22]([O:24][CH2:25][CH3:26])=[O:23])[C:15](=[O:21])[C:16]([C:17]=1[N+:18]([O-])=O)=[C:5]23. The catalyst is CN(C=O)C.[Pd]. The product is [NH2:18][C:17]1[C:16]2[C:15](=[O:21])[C:14]([C:22]([O:24][CH2:25][CH3:26])=[O:23])=[CH:13][N:6]3[CH2:7][C:8]4([CH2:12][CH2:11][CH2:10]4)[O:9][C:4]([C:5]=23)=[C:3]([F:27])[C:2]=1[F:1]. The yield is 0.670. (9) The reactants are [CH:1](NC(C)C)(C)C.CN(CCN(C)C)C.[Li]CCCC.[Br:21][C:22]1[CH:23]=[CH:24][C:25]2[CH:29]=[CH:28][S:27][C:26]=2[CH:30]=1.CI. The catalyst is C1COCC1.C([O-])(O)=O.[Na+]. The product is [Br:21][C:22]1[CH:23]=[CH:24][C:25]2[CH:29]=[C:28]([CH3:1])[S:27][C:26]=2[CH:30]=1. The yield is 0.950. (10) The reactants are [NH2:1][C:2]1[NH:6][N:5]=[C:4]([C:7]2[CH:12]=[CH:11][C:10]([O:13][C:14]3[CH:19]=[CH:18][CH:17]=[CH:16][CH:15]=3)=[CH:9][CH:8]=2)[C:3]=1[C:20]#[N:21].[CH2:22]([N:29]1[CH2:34][CH2:33][C:32](=[CH:35][C:36](OCC)=[O:37])[CH2:31][CH2:30]1)[C:23]1[CH:28]=[CH:27][CH:26]=[CH:25][CH:24]=1.C([O-])([O-])=O.[K+].[K+]. The catalyst is CN(C=O)C. The product is [CH2:22]([N:29]1[CH2:30][CH2:31][C:32]2([N:6]3[N:5]=[C:4]([C:7]4[CH:8]=[CH:9][C:10]([O:13][C:14]5[CH:19]=[CH:18][CH:17]=[CH:16][CH:15]=5)=[CH:11][CH:12]=4)[C:3]([C:20]#[N:21])=[C:2]3[NH:1][C:36](=[O:37])[CH2:35]2)[CH2:33][CH2:34]1)[C:23]1[CH:28]=[CH:27][CH:26]=[CH:25][CH:24]=1. The yield is 0.549.